Dataset: Full USPTO retrosynthesis dataset with 1.9M reactions from patents (1976-2016). Task: Predict the reactants needed to synthesize the given product. Given the product [CH3:39][NH:40][C:2]1[N:9]=[C:8]([C:10]2[CH:15]=[CH:14][C:13]([CH2:16][N:17]3[CH2:22][CH2:21][CH:20]([N:23]4[C:27]5[CH:28]=[CH:29][CH:30]=[CH:31][C:26]=5[NH:25][C:24]4=[O:32])[CH2:19][CH2:18]3)=[CH:12][CH:11]=2)[C:7]([C:33]2[CH:38]=[CH:37][CH:36]=[CH:35][CH:34]=2)=[CH:6][C:3]=1[C:4]#[N:5], predict the reactants needed to synthesize it. The reactants are: Cl[C:2]1[N:9]=[C:8]([C:10]2[CH:15]=[CH:14][C:13]([CH2:16][N:17]3[CH2:22][CH2:21][CH:20]([N:23]4[C:27]5[CH:28]=[CH:29][CH:30]=[CH:31][C:26]=5[NH:25][C:24]4=[O:32])[CH2:19][CH2:18]3)=[CH:12][CH:11]=2)[C:7]([C:33]2[CH:38]=[CH:37][CH:36]=[CH:35][CH:34]=2)=[CH:6][C:3]=1[C:4]#[N:5].[CH3:39][NH2:40].